This data is from Catalyst prediction with 721,799 reactions and 888 catalyst types from USPTO. The task is: Predict which catalyst facilitates the given reaction. (1) Reactant: C(N(C(C)C)CC)(C)C.Cl[CH2:11][O:12][CH3:13].[OH:14][CH:15]([C:24]1[CH:29]=[CH:28][CH:27]=[CH:26][CH:25]=1)[C:16]([CH3:23])([CH3:22])[C:17]([O:19][CH2:20][CH3:21])=[O:18]. Product: [CH3:13][O:12][CH2:11][O:14][CH:15]([C:24]1[CH:29]=[CH:28][CH:27]=[CH:26][CH:25]=1)[C:16]([CH3:23])([CH3:22])[C:17]([O:19][CH2:20][CH3:21])=[O:18]. The catalyst class is: 2. (2) Reactant: [Cl:1][C:2]1[O:6][C:5]([C:7]2[CH:31]=[CH:30][C:10]3[C:11]4[CH:17]=[C:16]([S:18]([NH:21][C@H:22]([CH:27]([CH3:29])[CH3:28])[C:23]([O:25]C)=[O:24])(=[O:20])=[O:19])[CH:15]=[CH:14][C:12]=4[O:13][C:9]=3[CH:8]=2)=[CH:4][CH:3]=1.[Li+].[OH-].O. Product: [Cl:1][C:2]1[O:6][C:5]([C:7]2[CH:31]=[CH:30][C:10]3[C:11]4[CH:17]=[C:16]([S:18]([NH:21][C@H:22]([CH:27]([CH3:28])[CH3:29])[C:23]([OH:25])=[O:24])(=[O:19])=[O:20])[CH:15]=[CH:14][C:12]=4[O:13][C:9]=3[CH:8]=2)=[CH:4][CH:3]=1. The catalyst class is: 87. (3) Reactant: [NH:1](C(OC(C)(C)C)=O)[C@H:2]([C:10]([OH:12])=[O:11])[CH2:3][C:4]1[CH:9]=[CH:8][CH:7]=[CH:6][CH:5]=1.[NH2:20][N:21]1[CH2:27][C:25](=[O:26])[NH:24][C:22]1=[O:23]. Product: [NH2:1][C@H:2]([C:10]([OH:12])=[O:11])[CH2:3][C:4]1[CH:9]=[CH:8][CH:7]=[CH:6][CH:5]=1.[NH2:20][N:21]1[CH2:27][C:25](=[O:26])[NH:24][C:22]1=[O:23]. The catalyst class is: 89.